Dataset: Forward reaction prediction with 1.9M reactions from USPTO patents (1976-2016). Task: Predict the product of the given reaction. Given the reactants [C:1]([O:5][C:6]([N:8]1[CH2:13][CH2:12][CH:11]([C:14]2[S:15][CH:16]=[C:17]([C:19](O)=[O:20])[CH:18]=2)[CH2:10][CH2:9]1)=[O:7])([CH3:4])([CH3:3])[CH3:2].C(N(CC)CC)C.[NH:29]1[C@H:38]2[C@@H:33]([CH2:34][CH2:35][CH2:36][CH2:37]2)[CH2:32][CH2:31][CH2:30]1.CN(C(ON1N=NC2C=CC=NC1=2)=[N+](C)C)C.F[P-](F)(F)(F)(F)F, predict the reaction product. The product is: [C:1]([O:5][C:6]([N:8]1[CH2:9][CH2:10][CH:11]([C:14]2[S:15][CH:16]=[C:17]([C:19]([N:29]3[C@H:38]4[C@@H:33]([CH2:34][CH2:35][CH2:36][CH2:37]4)[CH2:32][CH2:31][CH2:30]3)=[O:20])[CH:18]=2)[CH2:12][CH2:13]1)=[O:7])([CH3:4])([CH3:2])[CH3:3].